This data is from Reaction yield outcomes from USPTO patents with 853,638 reactions. The task is: Predict the reaction yield, written as a fraction of the theoretical maximum amount of product (1.0 means a 100% yield; for example, 0.34 means a 34% yield). (1) The reactants are [OH:1][C:2]1[CH:7]=[CH:6][C:5](B(O)O)=[CH:4][CH:3]=1.Br[C:12]1[CH:17]=[CH:16][C:15]([C:18]#[N:19])=[CH:14][N:13]=1. No catalyst specified. The product is [OH:1][C:2]1[CH:7]=[CH:6][C:5]([C:12]2[CH:17]=[CH:16][C:15]([C:18]#[N:19])=[CH:14][N:13]=2)=[CH:4][CH:3]=1. The yield is 0.230. (2) The reactants are C([Si]([O:8][C:9]([C@@H:11]1[CH2:15][CH:14]([O:16][Si:17]([C:20]([CH3:23])([CH3:22])[CH3:21])([CH3:19])[CH3:18])[CH2:13][C@H:12]1[C:24]([O:26][CH2:27][CH3:28])=[O:25])=[O:10])(C)C)(C)(C)C.C(=O)([O-])[O-].[K+].[K+]. The catalyst is C(O)C.O1CCCC1.O. The product is [CH2:27]([O:26][C:24]([C@@H:12]1[CH2:13][CH:14]([O:16][Si:17]([C:20]([CH3:21])([CH3:22])[CH3:23])([CH3:18])[CH3:19])[CH2:15][C@H:11]1[C:9]([OH:10])=[O:8])=[O:25])[CH3:28]. The yield is 0.900. (3) The reactants are CC(C)N=C=NC(C)C.[NH:10]([C:16]([O:18][C:19]([CH3:22])([CH3:21])[CH3:20])=[O:17])[CH2:11][CH2:12][C:13]([OH:15])=[O:14].[CH3:23][CH:24]([CH2:26][CH2:27][CH2:28][C@H:29]([C@@H:31]1[C@:49]2([CH3:50])[C@H:34]([C@H:35]3[C@H:46]([CH2:47][CH2:48]2)[C@:44]2([CH3:45])[C:38]([CH2:39][C@H:40]([CH2:42][CH2:43]2)[OH:41])=[CH:37][CH2:36]3)[CH2:33][CH2:32]1)[CH3:30])[CH3:25].S([O-])(O)(=O)=O.[K+]. The catalyst is ClCCl.CN(C1C=CN=CC=1)C. The product is [CH3:25][CH:24]([CH2:26][CH2:27][CH2:28][C@H:29]([C@@H:31]1[C@:49]2([CH3:50])[C@H:34]([C@H:35]3[C@H:46]([CH2:47][CH2:48]2)[C@:44]2([CH3:45])[C:38]([CH2:39][C@H:40]([CH2:42][CH2:43]2)[OH:41])=[CH:37][CH2:36]3)[CH2:33][CH2:32]1)[CH3:30])[CH3:23].[C:16]([NH:10][CH2:11][CH2:12][C:13]([O-:15])=[O:14])([O:18][C:19]([CH3:21])([CH3:22])[CH3:20])=[O:17]. The yield is 0.970. (4) The reactants are [CH2:1]([O:8][CH2:9][CH2:10][O:11][C:12]1[CH:17]=[CH:16][C:15]([NH:18][C:19](=[O:29])[CH2:20][C:21]2[CH:26]=[CH:25][C:24](Br)=[CH:23][C:22]=2[F:28])=[CH:14][C:13]=1[C:30]([F:33])([F:32])[F:31])[C:2]1[CH:7]=[CH:6][CH:5]=[CH:4][CH:3]=1.[CH2:34]([O:36][C:37]1[C:38]([O:52][CH2:53][C:54]2[CH:59]=[CH:58][C:57]([O:60][CH3:61])=[CH:56][CH:55]=2)=[N:39][CH:40]=[C:41](B2OC(C)(C)C(C)(C)O2)[CH:42]=1)[CH3:35].C([O-])([O-])=O.[Cs+].[Cs+]. The catalyst is O1CCOCC1.O.C1C=CC(P(C2C=CC=CC=2)[C-]2C=CC=C2)=CC=1.C1C=CC(P(C2C=CC=CC=2)[C-]2C=CC=C2)=CC=1.Cl[Pd]Cl.[Fe+2]. The product is [CH2:1]([O:8][CH2:9][CH2:10][O:11][C:12]1[CH:17]=[CH:16][C:15]([NH:18][C:19](=[O:29])[CH2:20][C:21]2[CH:26]=[CH:25][C:24]([C:41]3[CH:40]=[N:39][C:38]([O:52][CH2:53][C:54]4[CH:55]=[CH:56][C:57]([O:60][CH3:61])=[CH:58][CH:59]=4)=[C:37]([O:36][CH2:34][CH3:35])[CH:42]=3)=[CH:23][C:22]=2[F:28])=[CH:14][C:13]=1[C:30]([F:33])([F:32])[F:31])[C:2]1[CH:7]=[CH:6][CH:5]=[CH:4][CH:3]=1. The yield is 0.215.